Predict the reactants needed to synthesize the given product. From a dataset of Full USPTO retrosynthesis dataset with 1.9M reactions from patents (1976-2016). (1) Given the product [C:1]1([CH2:7][CH2:8][C:9]2[NH:13][N:12]=[C:11]([C:14]3[CH:15]=[CH:16][C:17]([C:20]([F:23])([F:22])[F:21])=[CH:18][CH:19]=3)[CH:10]=2)[CH:6]=[CH:5][CH:4]=[CH:3][CH:2]=1, predict the reactants needed to synthesize it. The reactants are: [C:1]1(/[CH:7]=[CH:8]/[C:9]2[NH:13][N:12]=[C:11]([C:14]3[CH:19]=[CH:18][C:17]([C:20]([F:23])([F:22])[F:21])=[CH:16][CH:15]=3)[CH:10]=2)[CH:6]=[CH:5][CH:4]=[CH:3][CH:2]=1. (2) Given the product [CH2:47]([O:46][C:42]1[CH:41]=[C:40]([S:37]([NH:36][C:34]([C@@:29]2([NH:28][C:23]([C@@H:8]3[C@@H:7]([CH2:6][C:5]4[CH:4]=[CH:3][C:2]([Cl:1])=[CH:27][CH:26]=4)[CH2:11][N:10]([CH2:12][C:13]4[C:22]5[C:17](=[CH:18][CH:19]=[CH:20][CH:21]=5)[CH:16]=[CH:15][CH:14]=4)[CH2:9]3)=[O:24])[CH2:31][C@H:30]2[CH:32]=[CH2:33])=[O:35])(=[O:38])=[O:39])[CH:45]=[CH:44][CH:43]=1)[C:48]1[CH:49]=[CH:50][CH:51]=[CH:52][CH:53]=1, predict the reactants needed to synthesize it. The reactants are: [Cl:1][C:2]1[CH:27]=[CH:26][C:5]([CH2:6][C@H:7]2[CH2:11][N:10]([CH2:12][C:13]3[C:22]4[C:17](=[CH:18][CH:19]=[CH:20][CH:21]=4)[CH:16]=[CH:15][CH:14]=3)[CH2:9][C@@H:8]2[C:23](O)=[O:24])=[CH:4][CH:3]=1.[NH2:28][C@:29]1([C:34]([NH:36][S:37]([C:40]2[CH:45]=[CH:44][CH:43]=[C:42]([O:46][CH2:47][C:48]3[CH:53]=[CH:52][CH:51]=[CH:50][CH:49]=3)[CH:41]=2)(=[O:39])=[O:38])=[O:35])[CH2:31][C@H:30]1[CH:32]=[CH2:33].CCN(C(C)C)C(C)C.CN(C(ON1N=NC2C=CC=CC1=2)=[N+](C)C)C.[B-](F)(F)(F)F. (3) Given the product [Cl:1][C:2]1[CH:10]=[C:9]2[C:5]([CH:6]([C:13]3[CH:18]=[C:17]([O:19][CH3:20])[CH:16]=[C:15]([O:21][CH3:22])[CH:14]=3)[C:7](=[O:11])[NH:8]2)=[CH:4][CH:3]=1, predict the reactants needed to synthesize it. The reactants are: [Cl:1][C:2]1[CH:10]=[C:9]2[C:5]([C:6]([C:13]3[CH:18]=[C:17]([O:19][CH3:20])[CH:16]=[C:15]([O:21][CH3:22])[CH:14]=3)(O)[C:7](=[O:11])[NH:8]2)=[CH:4][CH:3]=1.C([SiH](CC)CC)C.FC(F)(F)C(O)=O.C(=O)([O-])[O-].[Na+].[Na+]. (4) Given the product [C:2]([C:4]1[CH:9]=[CH:8][C:7]([O:10][CH2:12][CH2:13][CH2:14][CH2:15][O:10][C:7]2[CH:8]=[CH:9][C:4]([C:2]#[N:3])=[CH:5][CH:6]=2)=[CH:6][CH:5]=1)#[N:3], predict the reactants needed to synthesize it. The reactants are: [Na].[C:2]([C:4]1[CH:9]=[CH:8][C:7]([OH:10])=[CH:6][CH:5]=1)#[N:3].Br[CH2:12][CH2:13][CH2:14][CH2:15]Br. (5) Given the product [CH3:1][O:2][C:3]1[CH:36]=[C:35]([O:37][CH3:38])[CH:34]=[CH:33][C:4]=1[CH2:5][N:6]1[C:27]2[C:16]3=[CH:17][C:18]4[CH:19]=[C:20]([CH:25]=[O:26])[N:21]([CH3:24])[C:22]=4[CH:23]=[C:15]3[CH2:14][CH2:13][CH2:12][CH2:11][C:10]=2[C:9]([OH:28])=[C:8]([C:29]([OH:31])=[O:30])[C:7]1=[O:32], predict the reactants needed to synthesize it. The reactants are: [CH3:1][O:2][C:3]1[CH:36]=[C:35]([O:37][CH3:38])[CH:34]=[CH:33][C:4]=1[CH2:5][N:6]1[C:27]2[C:16]3=[CH:17][C:18]4[CH:19]=[C:20]([CH2:25][OH:26])[N:21]([CH3:24])[C:22]=4[CH:23]=[C:15]3[CH2:14][CH2:13][CH2:12][CH2:11][C:10]=2[C:9]([OH:28])=[C:8]([C:29]([OH:31])=[O:30])[C:7]1=[O:32].